This data is from Forward reaction prediction with 1.9M reactions from USPTO patents (1976-2016). The task is: Predict the product of the given reaction. Given the reactants [CH:1]1([C:4]2[N:13]=[C:12](N3CCN(C4C=CC(F)=CC=4OC)CC3)[C:11]3[C:6](=[CH:7][C:8]([O:31][CH3:32])=[C:9]([O:29][CH3:30])[CH:10]=3)[N:5]=2)[CH2:3][CH2:2]1.FC1C=CC(N2CCNCC2)=C(OC)C=1.[NH2:48][C:49]1[CH:50]=[CH:51][C:52]([N:57]2[CH2:62][CH2:61][NH:60][CH2:59][CH2:58]2)=[C:53]([CH:56]=1)[C:54]#[N:55], predict the reaction product. The product is: [NH2:48][C:49]1[CH:50]=[CH:51][C:52]([N:57]2[CH2:58][CH2:59][N:60]([C:12]3[C:11]4[C:6](=[CH:7][C:8]([O:31][CH3:32])=[C:9]([O:29][CH3:30])[CH:10]=4)[N:5]=[C:4]([CH:1]4[CH2:3][CH2:2]4)[N:13]=3)[CH2:61][CH2:62]2)=[C:53]([CH:56]=1)[C:54]#[N:55].